From a dataset of Full USPTO retrosynthesis dataset with 1.9M reactions from patents (1976-2016). Predict the reactants needed to synthesize the given product. (1) Given the product [ClH:34].[NH2:19][CH2:18][CH2:17][O:16][C:10]1[CH:9]=[C:8]2[C:13]([CH2:14][CH2:15][CH:6]([NH:5][C:4](=[O:36])[O:3][CH2:1][CH3:2])[CH:7]2[CH2:27][C:28]2[CH:33]=[CH:32][C:31]([Cl:34])=[C:30]([Cl:35])[CH:29]=2)=[CH:12][CH:11]=1, predict the reactants needed to synthesize it. The reactants are: [CH2:1]([O:3][C:4](=[O:36])[NH:5][CH:6]1[CH2:15][CH2:14][C:13]2[C:8](=[CH:9][C:10]([O:16][CH2:17][CH2:18][NH:19]C(OC(C)(C)C)=O)=[CH:11][CH:12]=2)[CH:7]1[CH2:27][C:28]1[CH:33]=[CH:32][C:31]([Cl:34])=[C:30]([Cl:35])[CH:29]=1)[CH3:2].Cl. (2) Given the product [OH:8][CH2:9][CH2:10][CH2:11][N:12]1[CH:16]=[C:15]([C:17]2[C:25]3[C:24]([NH:26][C@H:27]([C:29]4[N:34]([C:35]5[CH:36]=[CH:37][CH:38]=[CH:39][CH:40]=5)[C:33](=[O:41])[C:32]5=[C:42]([CH3:45])[CH:43]=[CH:44][N:31]5[N:30]=4)[CH3:28])=[N:23][CH:22]=[N:21][C:20]=3[NH:19][CH:18]=2)[CH:14]=[N:13]1, predict the reactants needed to synthesize it. The reactants are: [Si]([O:8][CH2:9][CH2:10][CH2:11][N:12]1[CH:16]=[C:15]([C:17]2[C:25]3[C:24]([NH:26][C@H:27]([C:29]4[N:34]([C:35]5[CH:40]=[CH:39][CH:38]=[CH:37][CH:36]=5)[C:33](=[O:41])[C:32]5=[C:42]([CH3:45])[CH:43]=[CH:44][N:31]5[N:30]=4)[CH3:28])=[N:23][CH:22]=[N:21][C:20]=3[N:19](COCC[Si](C)(C)C)[CH:18]=2)[CH:14]=[N:13]1)(C(C)(C)C)(C)C.FC(F)(F)C(O)=O.N.